Dataset: CYP2C19 inhibition data for predicting drug metabolism from PubChem BioAssay. Task: Regression/Classification. Given a drug SMILES string, predict its absorption, distribution, metabolism, or excretion properties. Task type varies by dataset: regression for continuous measurements (e.g., permeability, clearance, half-life) or binary classification for categorical outcomes (e.g., BBB penetration, CYP inhibition). Dataset: cyp2c19_veith. (1) The compound is COc1ccc([N+](=O)[O-])c2c1CCN2C(=O)CC[C@H](N)C(=O)O. The result is 0 (non-inhibitor). (2) The compound is CC[C@]1(O)C[C@@H]2CN(CCc3c([nH]c4ccccc34)[C@](C(=O)OC)(c3cc4c(cc3OC)N(C=O)[C@H]3[C@@](O)(C(=O)OC)[C@H](C(=O)OC)[C@@]5(CC)C=CCN6CC[C@]43[C@H]65)C2)C1. The result is 0 (non-inhibitor). (3) The compound is N#C/C(=C\c1ccc(O)c(O)c1)C(=O)NCCCNC(=O)/C(C#N)=C/c1ccc(O)c(O)c1. The result is 0 (non-inhibitor). (4) The molecule is COc1cc2nc(SCc3ccc(Cl)cc3Cl)n(Cc3cccs3)c(=N)c2cc1OC. The result is 1 (inhibitor).